From a dataset of Full USPTO retrosynthesis dataset with 1.9M reactions from patents (1976-2016). Predict the reactants needed to synthesize the given product. (1) Given the product [NH2:26][CH2:25][CH2:24][CH2:23][CH2:22][CH2:21][CH2:20][O:19][C:7]1[CH:8]=[CH:9][C:10]2[C:11]3[S:15][C:14]([CH2:16][CH2:17][CH3:18])=[N:13][C:12]=3[C:3]([NH2:2])=[N:4][C:5]=2[CH:6]=1, predict the reactants needed to synthesize it. The reactants are: Cl.[NH2:2][C:3]1[C:12]2[N:13]=[C:14]([CH2:16][CH2:17][CH3:18])[S:15][C:11]=2[C:10]2[CH:9]=[CH:8][C:7]([O:19][CH2:20][CH2:21][CH2:22][CH2:23][CH2:24][CH2:25][NH:26]C(=O)OC(C)(C)C)=[CH:6][C:5]=2[N:4]=1. (2) Given the product [C:16]([O:15][C:13](=[O:14])[NH:1][C:2]1[CH:9]=[CH:8][C:7]([I:11])=[C:4]([CH2:5][OH:6])[C:3]=1[CH3:10])([CH3:19])([CH3:18])[CH3:17], predict the reactants needed to synthesize it. The reactants are: [NH2:1][C:2]1[C:3]([CH3:10])=[C:4]([CH:7]=[CH:8][CH:9]=1)[CH2:5][OH:6].[I:11]Cl.[C:13](O[C:13]([O:15][C:16]([CH3:19])([CH3:18])[CH3:17])=[O:14])([O:15][C:16]([CH3:19])([CH3:18])[CH3:17])=[O:14]. (3) The reactants are: [CH2:1]([N:8]([CH2:19][C:20]1[CH:36]=[CH:35][C:23]([C:24]([NH:26]CC2C=CC=C(Cl)C=2)=[O:25])=[CH:22][CH:21]=1)[S:9]([C:12]1[CH:17]=[CH:16][C:15]([Cl:18])=[CH:14][CH:13]=1)(=[O:11])=[O:10])[C:2]1[CH:7]=[CH:6][CH:5]=[CH:4][CH:3]=1.[Cl:37][C:38]1[CH:39]=[C:40]([S:44](N)(=[O:46])=[O:45])[CH:41]=[CH:42][CH:43]=1. Given the product [Cl:37][C:38]1[CH:39]=[C:40]([S:44]([NH:26][C:24](=[O:25])[C:23]2[CH:35]=[CH:36][C:20]([CH2:19][N:8]([CH2:1][C:2]3[CH:3]=[CH:4][CH:5]=[CH:6][CH:7]=3)[S:9]([C:12]3[CH:17]=[CH:16][C:15]([Cl:18])=[CH:14][CH:13]=3)(=[O:10])=[O:11])=[CH:21][CH:22]=2)(=[O:46])=[O:45])[CH:41]=[CH:42][CH:43]=1, predict the reactants needed to synthesize it. (4) Given the product [C:27]1([C:2]2[C:3]3[C:8]([CH:9]=[C:10]4[C:15]=2[CH:14]=[CH:13][CH:12]=[CH:11]4)=[C:7]2[N:16]=[CH:17][C:18]4[C:19]([CH3:25])([CH3:26])[CH2:20][C:21]([CH3:23])([CH3:24])[C:22]=4[C:6]2=[CH:5][CH:4]=3)[CH:32]=[CH:31][CH:30]=[CH:29][CH:28]=1, predict the reactants needed to synthesize it. The reactants are: Br[C:2]1[C:3]2[C:8]([CH:9]=[C:10]3[C:15]=1[CH:14]=[CH:13][CH:12]=[CH:11]3)=[C:7]1[N:16]=[CH:17][C:18]3[C:19]([CH3:26])([CH3:25])[CH2:20][C:21]([CH3:24])([CH3:23])[C:22]=3[C:6]1=[CH:5][CH:4]=2.[C:27]1(B(O)O)[CH:32]=[CH:31][CH:30]=[CH:29][CH:28]=1.P([O-])([O-])([O-])=O.[K+].[K+].[K+].C1(C)C=CC=CC=1P(C1C=CC=CC=1C)C1C=CC=CC=1C.